The task is: Predict which catalyst facilitates the given reaction.. This data is from Catalyst prediction with 721,799 reactions and 888 catalyst types from USPTO. (1) Reactant: [Cl:1][C:2]1[CH:9]=[CH:8][C:5]([CH:6]=[O:7])=[C:4](F)[CH:3]=1.[N:11]1[CH:16]=[CH:15][CH:14]=[C:13]2[CH2:17][NH:18][CH2:19][C:12]=12.C(=O)([O-])[O-].[K+].[K+].CS(C)=O. Product: [Cl:1][C:2]1[CH:9]=[CH:8][C:5]([CH:6]=[O:7])=[C:4]([N:18]2[CH2:17][C:13]3[C:12](=[N:11][CH:16]=[CH:15][CH:14]=3)[CH2:19]2)[CH:3]=1. The catalyst class is: 6. (2) Reactant: [Cl:1][C:2]1[CH:7]=[CH:6][C:5]([C:8]2[CH:9]=[C:10]([C:31]([O:33]C)=O)[C:11]3[NH:12][C:13]4[CH:14]=[C:15]([O:21][CH2:22][CH2:23][CH2:24][N:25]5[CH2:30][CH2:29][O:28][CH2:27][CH2:26]5)[CH:16]=[CH:17][C:18]=4[C:19]=3[N:20]=2)=[CH:4][CH:3]=1.[NH3:35]. Product: [Cl:1][C:2]1[CH:7]=[CH:6][C:5]([C:8]2[CH:9]=[C:10]([C:31]([NH2:35])=[O:33])[C:11]3[NH:12][C:13]4[CH:14]=[C:15]([O:21][CH2:22][CH2:23][CH2:24][N:25]5[CH2:30][CH2:29][O:28][CH2:27][CH2:26]5)[CH:16]=[CH:17][C:18]=4[C:19]=3[N:20]=2)=[CH:4][CH:3]=1. The catalyst class is: 5. (3) Reactant: [CH3:1][O:2][CH2:3][CH2:4][N:5]([CH2:12][CH2:13][O:14][CH3:15])[CH2:6][CH2:7][C:8]([CH3:11])([NH2:10])[CH3:9].[I:16][C:17]1[CH:18]=[CH:19][CH:20]=[C:21]2[C:26]=1[N:25]=[C:24](S(C)=O)[N:23]([CH3:30])[C:22]2=[O:31]. Product: [CH3:15][O:14][CH2:13][CH2:12][N:5]([CH2:4][CH2:3][O:2][CH3:1])[CH2:6][CH2:7][C:8]([NH:10][C:24]1[N:23]([CH3:30])[C:22](=[O:31])[C:21]2[C:26](=[C:17]([I:16])[CH:18]=[CH:19][CH:20]=2)[N:25]=1)([CH3:11])[CH3:9]. The catalyst class is: 218.